This data is from Catalyst prediction with 721,799 reactions and 888 catalyst types from USPTO. The task is: Predict which catalyst facilitates the given reaction. Reactant: [CH3:1][C:2]1([CH3:15])[CH2:13][C:12]2[C:4](=[CH:5][C:6]3[CH:7]=[C:8]([CH3:14])[CH2:9][C:10]=3[CH:11]=2)[CH2:3]1.[Li]CCCC.C1COCC1.[Cl:26][Si:27](Cl)([CH3:29])[CH3:28]. Product: [Cl:26][Si:27]([CH3:29])([CH3:28])[CH:9]1[C:10]2[C:6](=[CH:5][C:4]3[CH2:3][C:2]([CH3:15])([CH3:1])[CH2:13][C:12]=3[CH:11]=2)[CH:7]=[C:8]1[CH3:14]. The catalyst class is: 11.